Dataset: Catalyst prediction with 721,799 reactions and 888 catalyst types from USPTO. Task: Predict which catalyst facilitates the given reaction. (1) Reactant: [CH2:1]([N:8]1[CH2:13][CH2:12][CH:11]([C:14]2[CH:18]=[CH:17][S:16][CH:15]=2)[CH:10]([C:19](Cl)=[O:20])[CH2:9]1)[C:2]1[CH:7]=[CH:6][CH:5]=[CH:4][CH:3]=1. Product: [CH2:1]([N:8]1[CH2:13][CH2:12][CH:11]2[CH:10]([C:19](=[O:20])[C:15]3[S:16][CH:17]=[CH:18][C:14]=32)[CH2:9]1)[C:2]1[CH:7]=[CH:6][CH:5]=[CH:4][CH:3]=1. The catalyst class is: 2. (2) Reactant: [OH:1][C:2]1[C:3]([C:27]([NH:29][CH2:30][C:31]([OH:33])=[O:32])=[O:28])=[C:4]2[C:9](=[CH:10][C:11]=1[C:12]1[CH:16]=[CH:15][N:14]([Si](C(C)C)(C(C)C)C(C)C)[CH:13]=1)[N:8]=[CH:7][CH:6]=[N:5]2.[OH-].[Na+]. Product: [OH:1][C:2]1[C:3]([C:27]([NH:29][CH2:30][C:31]([OH:33])=[O:32])=[O:28])=[C:4]2[C:9](=[CH:10][C:11]=1[C:12]1[CH:16]=[CH:15][NH:14][CH:13]=1)[N:8]=[CH:7][CH:6]=[N:5]2. The catalyst class is: 8.